From a dataset of Peptide-MHC class I binding affinity with 185,985 pairs from IEDB/IMGT. Regression. Given a peptide amino acid sequence and an MHC pseudo amino acid sequence, predict their binding affinity value. This is MHC class I binding data. (1) The peptide sequence is RAMDVYCHR. The MHC is HLA-B39:01 with pseudo-sequence HLA-B39:01. The binding affinity (normalized) is 0.0847. (2) The peptide sequence is SIPFGLMSA. The MHC is HLA-A26:01 with pseudo-sequence HLA-A26:01. The binding affinity (normalized) is 0.0847.